This data is from Reaction yield outcomes from USPTO patents with 853,638 reactions. The task is: Predict the reaction yield, written as a fraction of the theoretical maximum amount of product (1.0 means a 100% yield; for example, 0.34 means a 34% yield). (1) The reactants are [F:1][C:2]([F:13])([F:12])[C:3]1[N:8]=[CH:7][C:6]([CH2:9][CH2:10][NH2:11])=[CH:5][CH:4]=1.Br[C:15]1[CH:23]=[CH:22][C:18]2[CH2:19][CH2:20][O:21][C:17]=2[CH:16]=1.C(=O)([O-])[O-].[Cs+].[Cs+]. The catalyst is C(C1CCCCC1=O)(=O)C.CN(C=O)C. The product is [O:21]1[C:17]2[CH:16]=[C:15]([NH:11][CH2:10][CH2:9][C:6]3[CH:7]=[N:8][C:3]([C:2]([F:12])([F:1])[F:13])=[CH:4][CH:5]=3)[CH:23]=[CH:22][C:18]=2[CH2:19][CH2:20]1. The yield is 0.520. (2) The reactants are [CH2:1]([O:5][C:6]1[CH:11]=[CH:10][C:9]([F:12])=[CH:8][C:7]=1[CH2:13][CH:14]([N:17]=C(C1C=CC=CC=1)C1C=CC=CC=1)[C:15]#[N:16])[CH2:2][CH:3]=[CH2:4].Cl. The catalyst is C1COCC1.O. The product is [NH2:17][CH:14]([CH2:13][C:7]1[CH:8]=[C:9]([F:12])[CH:10]=[CH:11][C:6]=1[O:5][CH2:1][CH2:2][CH:3]=[CH2:4])[C:15]#[N:16]. The yield is 0.730. (3) The reactants are [C:1]12[CH2:9][CH:5]([C:6]1(C)C)[CH:4]([OH:10])[CH:3](C1(C3CC4CC(C4(C)C)=C3C)CC3CC(C3(C)C)=C1C)[C:2]=2[CH3:31].BrCBr.[CH2:35]([Mg]Cl)[CH2:36][CH2:37]C. The product is [CH:36]([C:4]1([OH:10])[CH2:5][CH2:9][C@:1]2([CH3:6])[C@@H:2]([CH2:31]2)[CH2:3]1)([CH3:37])[CH3:35]. The yield is 0.850. The catalyst is C(OCC)C. (4) The reactants are [Br:1][C:2]1[CH:7]=[CH:6][CH:5]=[C:4]([CH:8]([N:17]=[C:18]=[S:19])[C:9]2[CH:14]=[CH:13][C:12](OC)=[CH:11][CH:10]=2)[CH:3]=1.[C:20](=[S:22])=[S:21].[CH3:23]C(C)([O-])C.[K+].[OH2:29]. The catalyst is O1CCCC1.[Cl-].[Na+].O.C(OCC)(=O)C. The product is [Br:1][C:2]1[CH:3]=[C:4]([C:8]2([C:9]3[CH:14]=[CH:13][C:12]([O:29][CH3:23])=[CH:11][CH:10]=3)[C:20](=[S:22])[S:21][C:18](=[S:19])[NH:17]2)[CH:5]=[CH:6][CH:7]=1. The yield is 0.980. (5) The reactants are [CH2:1]([O:3][C:4]([C:6]1[C:7](Cl)=[C:8]2[CH:14]=C[NH:12][C:9]2=[N:10][CH:11]=1)=[O:5])[CH3:2].Cl.[C:17]([C:21]1[CH:34]=[CH:33][C:24]([CH2:25][C:26]2([NH2:32])[CH2:31][CH2:30][NH:29][CH2:28][CH2:27]2)=[CH:23][CH:22]=1)([CH3:20])([CH3:19])[CH3:18].C([N:37](CC)CC)C. The catalyst is C(O)CCC. The product is [CH2:1]([O:3][C:4]([C:6]1[C:7]([N:29]2[CH2:30][CH2:31][C:26]([NH2:32])([CH2:25][C:24]3[CH:33]=[CH:34][C:21]([C:17]([CH3:20])([CH3:18])[CH3:19])=[CH:22][CH:23]=3)[CH2:27][CH2:28]2)=[C:8]2[CH:14]=[N:37][NH:12][C:9]2=[N:10][CH:11]=1)=[O:5])[CH3:2]. The yield is 0.650. (6) The reactants are [OH:1][CH2:2][CH:3]1[CH2:9][C:8]2[CH:10]=[C:11]3[O:16][CH2:15][O:14][C:12]3=[CH:13][C:7]=2[C:6]([C:17]2[CH:22]=[CH:21][C:20]([N+:23]([O-:25])=[O:24])=[CH:19][CH:18]=2)=[N:5][NH:4]1.C(N(CC)CC)C.[C:33](Cl)(Cl)=[O:34]. The catalyst is C1(C)C=CC=CC=1. The product is [N+:23]([C:20]1[CH:21]=[CH:22][C:17]([C:6]2[C:7]3[CH:13]=[C:12]4[O:14][CH2:15][O:16][C:11]4=[CH:10][C:8]=3[CH2:9][CH:3]3[CH2:2][O:1][C:33](=[O:34])[N:4]3[N:5]=2)=[CH:18][CH:19]=1)([O-:25])=[O:24]. The yield is 0.670. (7) The reactants are [C:1]([C:3]1[CH:4]=[C:5]([C:16]([O:18]C)=[O:17])[C:6]2[C:7]([CH3:15])=[CH:8][N:9]([CH:12]([CH3:14])[CH3:13])[C:10]=2[CH:11]=1)#[N:2].CO.[OH-].[Na+]. The catalyst is C1COCC1. The product is [C:1]([C:3]1[CH:4]=[C:5]([C:16]([OH:18])=[O:17])[C:6]2[C:7]([CH3:15])=[CH:8][N:9]([CH:12]([CH3:14])[CH3:13])[C:10]=2[CH:11]=1)#[N:2]. The yield is 0.642. (8) The reactants are [Si:1]([O:8][CH2:9][C@@H:10]1[CH:15]=[C:14]([CH2:16][O:17][CH3:18])[CH:13](O)[CH2:12][N:11]1[C:20]([O:22][C:23]([CH3:26])([CH3:25])[CH3:24])=[O:21])([C:4]([CH3:7])([CH3:6])[CH3:5])([CH3:3])[CH3:2].[CH2:27]([O:30][NH:31][S:32]([C:35]1[CH:40]=[CH:39][CH:38]=[CH:37][C:36]=1[N+:41]([O-:43])=[O:42])(=[O:34])=[O:33])[CH:28]=[CH2:29].C1(P(C2C=CC=CC=2)C2C=CC=CC=2)C=CC=CC=1.N(/C(OC(C)C)=O)=N\C(OC(C)C)=O. The catalyst is C1(C)C=CC=CC=1. The product is [CH2:27]([O:30][N:31]([CH:13]1[CH2:12][N:11]([C:20]([O:22][C:23]([CH3:26])([CH3:25])[CH3:24])=[O:21])[C@H:10]([CH2:9][O:8][Si:1]([C:4]([CH3:5])([CH3:7])[CH3:6])([CH3:3])[CH3:2])[CH:15]=[C:14]1[CH2:16][O:17][CH3:18])[S:32]([C:35]1[CH:40]=[CH:39][CH:38]=[CH:37][C:36]=1[N+:41]([O-:43])=[O:42])(=[O:34])=[O:33])[CH:28]=[CH2:29]. The yield is 0.880.